From a dataset of Catalyst prediction with 721,799 reactions and 888 catalyst types from USPTO. Predict which catalyst facilitates the given reaction. Reactant: Br[C:2]1[CH:7]=[CH:6][CH:5]=[C:4]([O:8][CH3:9])[CH:3]=1.[Li]C(C)(C)C.N#N.[O:17]=[C:18]1[CH2:35][CH:21]2[CH2:22][N:23]([C:25]([O:27][CH2:28][C:29]3[CH:34]=[CH:33][CH:32]=[CH:31][CH:30]=3)=[O:26])[CH2:24][CH:20]2[CH2:19]1. Product: [OH:17][C:18]1([C:2]2[CH:7]=[CH:6][CH:5]=[C:4]([O:8][CH3:9])[CH:3]=2)[CH2:19][CH:20]2[CH2:24][N:23]([C:25]([O:27][CH2:28][C:29]3[CH:34]=[CH:33][CH:32]=[CH:31][CH:30]=3)=[O:26])[CH2:22][CH:21]2[CH2:35]1. The catalyst class is: 7.